From a dataset of Experimentally validated miRNA-target interactions with 360,000+ pairs, plus equal number of negative samples. Binary Classification. Given a miRNA mature sequence and a target amino acid sequence, predict their likelihood of interaction. (1) The miRNA is mmu-miR-1195 with sequence UGAGUUCGAGGCCAGCCUGCUCA. The protein sequence of the target gene is MATLRSLLLAALLWVPAEALSCYGDSGQPVDWFVVYKLPAHSGSRDTPKGLTYKYMDQNSDGWQDGVGYINSSEGAVGRSLQPLYRKNSSQLAFLLYNDQPPKSSSARDSTGHGHTKGVLLLDQEGGFWLVHSVPRFPPPASSGAYTWPPNAQTFGQTLLCVSLPFTQFARIGKQLTYTYPLVYDHKLEGFFAQKLPDLETVIKNQHVLHEPWNSSVILTSQAGATFQSFAKFGKFGDDLYSGWLAEALGTNLQVQFWQNSPGILPSNCSGAYQVLDVTQTGFPGPSRLTFSATEDHSKW.... Result: 1 (interaction). (2) The miRNA is hsa-miR-6808-5p with sequence CAGGCAGGGAGGUGGGACCAUG. The protein sequence of the target gene is MNTSHLLALLLPKSPQGENRSKPLGTPYNFSEHCQDSVDVMVFIVTSYSIETVVGVLGNLCLMCVTVRQKEKANVTNLLIANLAFSDFLMCLLCQPLTAVYTIMDYWIFGETLCKMSAFIQCMSVTVSILSLVLVALERHQLIINPTGWKPSISQAYLGIVLIWVIACVLSLPFLANSILENVFHKNHSKALEFLADKVVCTESWPLAHHRTIYTTFLLLFQYCLPLGFILVCYARIYRRLQRQGRVFHKGTYSLRAGHMKQVNVVLVVMVVAFAVLWLPLHVFNSLEDWHHEAIPICHG.... Result: 1 (interaction). (3) Result: 0 (no interaction). The protein sequence of the target gene is MWTLVSWVALTAGLVAGTRCPDGQFCPVACCLDPGGASYSCCRPLLDKWPTTLSRHLGGPCQVDAHCSAGHSCIFTVSGTSSCCPFPEAVACGDGHHCCPRGFHCSADGRSCFQRSGNNSVGAIQCPDSQFECPDFSTCCVMVDGSWGCCPMPQASCCEDRVHCCPHGAFCDLVHTRCITPTGTHPLAKKLPAQRTNRAVALSSSVMCPDARSRCPDGSTCCELPSGKYGCCPMPNATCCSDHLHCCPQDTVCDLIQSKCLSKENATTDLLTKLPAHTVGDVKCDMEVSCPDGYTCCRLQ.... The miRNA is rno-miR-200a-5p with sequence CAUCUUACCGGACAGUGCUGG.